Dataset: Full USPTO retrosynthesis dataset with 1.9M reactions from patents (1976-2016). Task: Predict the reactants needed to synthesize the given product. (1) Given the product [C:40]([O:34][C:33]1[C:28]([C:27](=[O:37])[NH:26][C@H:11]2[CH2:10][O:9][CH2:8][C@H:7]([O:6][C:5]3[CH:4]=[CH:3][C:2]([F:1])=[CH:39][CH:38]=3)[C@@H:15]([O:16][C:17]3[CH:18]=[CH:19][C:20]([F:23])=[CH:21][CH:22]=3)[C@H:14]([CH3:24])[O:13][C:12]2=[O:25])=[N:29][CH:30]=[CH:31][C:32]=1[O:35][CH3:36])(=[O:42])[CH3:41], predict the reactants needed to synthesize it. The reactants are: [F:1][C:2]1[CH:39]=[CH:38][C:5]([O:6][C@@H:7]2[C@@H:15]([O:16][C:17]3[CH:22]=[CH:21][C:20]([F:23])=[CH:19][CH:18]=3)[C@H:14]([CH3:24])[O:13][C:12](=[O:25])[C@@H:11]([NH:26][C:27](=[O:37])[C:28]3[C:33]([OH:34])=[C:32]([O:35][CH3:36])[CH:31]=[CH:30][N:29]=3)[CH2:10][O:9][CH2:8]2)=[CH:4][CH:3]=1.[C:40](Cl)(=[O:42])[CH3:41]. (2) Given the product [CH2:29]([O:28][CH2:27][N:20]1[C:19](=[O:21])[O:18][N:17]=[C:16]1[C:12]1[CH:11]=[C:10]([C:9]([F:8])([F:22])[F:23])[CH:15]=[CH:14][N:13]=1)[C:30]1[CH:14]=[CH:15][CH:10]=[CH:11][CH:12]=1, predict the reactants needed to synthesize it. The reactants are: CN(C)C=O.[H-].[Na+].[F:8][C:9]([F:23])([F:22])[C:10]1[CH:15]=[CH:14][N:13]=[C:12]([C:16]2[NH:17][O:18][C:19](=[O:21])[N:20]=2)[CH:11]=1.[Cl-].[NH4+].C[CH2:27][O:28][CH2:29][CH3:30]. (3) Given the product [CH3:39][NH:40][C:34]([CH2:33][CH2:32][CH2:31][NH:30][C:28]([N:9]1[CH2:10][CH:11]([CH2:23][C:24]([CH3:26])([CH3:27])[CH3:25])[C:12]([C:15]2[CH:20]=[CH:19][C:18]([Cl:21])=[CH:17][C:16]=2[F:22])([C:13]#[N:14])[CH:8]1[C:4]1[CH:5]=[CH:6][CH:7]=[C:2]([Cl:1])[C:3]=1[F:37])=[O:29])=[O:36], predict the reactants needed to synthesize it. The reactants are: [Cl:1][C:2]1[C:3]([F:37])=[C:4]([C@@H:8]2[C@:12]([C:15]3[CH:20]=[CH:19][C:18]([Cl:21])=[CH:17][C:16]=3[F:22])([C:13]#[N:14])[C@H:11]([CH2:23][C:24]([CH3:27])([CH3:26])[CH3:25])[CH2:10][N:9]2[C:28]([NH:30][CH2:31][CH2:32][CH2:33][C:34]([OH:36])=O)=[O:29])[CH:5]=[CH:6][CH:7]=1.C[CH2:39][N:40](C(C)C)C(C)C.CN(C(ON1N=NC2C=CC=CC1=2)=[N+](C)C)C.F[P-](F)(F)(F)(F)F.Cl.CN. (4) Given the product [C:28]([N:25]1[CH2:26][CH2:27][N:22]([C:19]2[CH:18]=[CH:17][C:16]([NH:15][C:10]3[N:9]=[C:8]([N:5]4[CH2:6][CH2:7][CH:2]([NH:1][C:31]([NH2:32])=[O:34])[CH2:3][CH2:4]4)[C:13]([F:14])=[CH:12][N:11]=3)=[CH:21][CH:20]=2)[CH2:23][CH2:24]1)(=[O:30])[CH3:29], predict the reactants needed to synthesize it. The reactants are: [NH2:1][CH:2]1[CH2:7][CH2:6][N:5]([C:8]2[C:13]([F:14])=[CH:12][N:11]=[C:10]([NH:15][C:16]3[CH:21]=[CH:20][C:19]([N:22]4[CH2:27][CH2:26][N:25]([C:28](=[O:30])[CH3:29])[CH2:24][CH2:23]4)=[CH:18][CH:17]=3)[N:9]=2)[CH2:4][CH2:3]1.[C-:31]#[N:32].[K+].[OH2:34]. (5) Given the product [CH2:1]([O:8][C:9](=[O:10])[N:11]([CH2:12][CH2:13][CH2:14][C:15](=[O:17])[NH:48][C:42]1[C:43]([O:46][CH3:47])=[CH:44][CH:45]=[C:40]([O:39][CH3:38])[C:41]=1[NH2:49])[CH3:18])[C:2]1[CH:3]=[CH:4][CH:5]=[CH:6][CH:7]=1, predict the reactants needed to synthesize it. The reactants are: [CH2:1]([O:8][C:9]([N:11]([CH3:18])[CH2:12][CH2:13][CH2:14][C:15]([OH:17])=O)=[O:10])[C:2]1[CH:7]=[CH:6][CH:5]=[CH:4][CH:3]=1.CCN(C(C)C)C(C)C.C1C=CC2N(O)N=NC=2C=1.[CH3:38][O:39][C:40]1[CH:45]=[CH:44][C:43]([O:46][CH3:47])=[C:42]([NH2:48])[C:41]=1[NH2:49]. (6) Given the product [Cl:16][C:10]1[C:5]2[C:4]([CH3:13])=[C:3]([CH2:1][CH3:2])[NH:12][C:6]=2[N:7]=[CH:8][N:9]=1, predict the reactants needed to synthesize it. The reactants are: [CH2:1]([C:3]1[NH:12][C:6]2[N:7]=[CH:8][N:9]=[C:10](O)[C:5]=2[C:4]=1[CH3:13])[CH3:2].P(Cl)(Cl)([Cl:16])=O.